The task is: Regression. Given a peptide amino acid sequence and an MHC pseudo amino acid sequence, predict their binding affinity value. This is MHC class I binding data.. This data is from Peptide-MHC class I binding affinity with 185,985 pairs from IEDB/IMGT. (1) The peptide sequence is IAMESIVIW. The MHC is HLA-A23:01 with pseudo-sequence HLA-A23:01. The binding affinity (normalized) is 0.172. (2) The peptide sequence is QPFPSQQPY. The binding affinity (normalized) is 0.0129. The MHC is HLA-B51:01 with pseudo-sequence HLA-B51:01.